Dataset: Catalyst prediction with 721,799 reactions and 888 catalyst types from USPTO. Task: Predict which catalyst facilitates the given reaction. (1) Reactant: [F:1][C:2]1[C:3]([NH:22][CH2:23][CH:24]2[CH2:28][CH2:27][CH2:26][N:25]2[C:29](=[O:33])[CH2:30][C:31]#[N:32])=[N:4][C:5]([NH:8][C:9]2[CH:10]=[N:11][C:12]([N:15]3[CH2:20][CH2:19][N:18]([CH3:21])[CH2:17][CH2:16]3)=[CH:13][CH:14]=2)=[N:6][CH:7]=1.[CH:34]1([CH:37]=O)[CH2:36][CH2:35]1.C(O)(=O)C.N1CCCCC1. Product: [CH:34]1([CH:37]=[C:30]([C:29]([N:25]2[CH2:26][CH2:27][CH2:28][CH:24]2[CH2:23][NH:22][C:3]2[C:2]([F:1])=[CH:7][N:6]=[C:5]([NH:8][C:9]3[CH:10]=[N:11][C:12]([N:15]4[CH2:16][CH2:17][N:18]([CH3:21])[CH2:19][CH2:20]4)=[CH:13][CH:14]=3)[N:4]=2)=[O:33])[C:31]#[N:32])[CH2:36][CH2:35]1. The catalyst class is: 14. (2) Reactant: [CH3:1][C:2]1[C:11]2[S:10][C:9]([C:12]3[N:17]=[C:16]([C:18]([OH:20])=O)[CH:15]=[CH:14][CH:13]=3)=[N:8][C:7](=[O:21])[C:6]=2[CH:5]=[CH:4][CH:3]=1.[C:22]([O:26][C:27]([NH:29][CH2:30][CH2:31][CH2:32][CH2:33][CH2:34][CH2:35][NH2:36])=[O:28])([CH3:25])([CH3:24])[CH3:23].CCN=C=NCCCN(C)C.C1C=CC2N(O)N=NC=2C=1. Product: [CH3:1][C:2]1[C:11]2[S:10][C:9]([C:12]3[N:17]=[C:16]([C:18]([NH:36][CH2:35][CH2:34][CH2:33][CH2:32][CH2:31][CH2:30][NH:29][C:27](=[O:28])[O:26][C:22]([CH3:24])([CH3:23])[CH3:25])=[O:20])[CH:15]=[CH:14][CH:13]=3)=[N:8][C:7](=[O:21])[C:6]=2[CH:5]=[CH:4][CH:3]=1. The catalyst class is: 384.